Dataset: Full USPTO retrosynthesis dataset with 1.9M reactions from patents (1976-2016). Task: Predict the reactants needed to synthesize the given product. (1) Given the product [F:8][C:7]1[C:2]([F:1])=[C:3]([O:9][CH2:10][C@H:11]2[CH2:12][CH2:13][C@H:14]([C@H:17]3[CH2:22][CH2:21][C@H:20]([CH:23]=[CH2:24])[CH2:19][CH2:18]3)[CH2:15][CH2:16]2)[CH:4]=[CH:5][C:6]=1[OH:31], predict the reactants needed to synthesize it. The reactants are: [F:1][C:2]1[C:7]([F:8])=[CH:6][CH:5]=[CH:4][C:3]=1[O:9][CH2:10][C@H:11]1[CH2:16][CH2:15][C@H:14]([C@H:17]2[CH2:22][CH2:21][C@H:20]([CH:23]=[CH2:24])[CH2:19][CH2:18]2)[CH2:13][CH2:12]1.C([Li])(CC)C.B(OC)(OC)[O:31]C.OO. (2) Given the product [Cl:2][C:3]1[C:9]([O:10][CH3:11])=[C:8]([Cl:12])[C:7]([F:13])=[CH:6][C:4]=1[Br:18], predict the reactants needed to synthesize it. The reactants are: Cl.[Cl:2][C:3]1[C:9]([O:10][CH3:11])=[C:8]([Cl:12])[C:7]([F:13])=[CH:6][C:4]=1N.N([O-])=O.[Na+].[BrH:18]. (3) Given the product [CH3:8][O:7][C:5](=[O:6])[C:4]1[CH:9]=[CH:10][CH:11]=[C:2]([C:1](=[O:13])[CH2:16][C:15]([O:18][C:19]([CH3:22])([CH3:21])[CH3:20])=[O:17])[CH:3]=1, predict the reactants needed to synthesize it. The reactants are: [C:1]([O:13]C)(=O)[C:2]1[CH:11]=[CH:10][CH:9]=[C:4]([C:5]([O:7][CH3:8])=[O:6])[CH:3]=1.[C:15]([O:18][C:19]([CH3:22])([CH3:21])[CH3:20])(=[O:17])[CH3:16].[Li]. (4) Given the product [N+:22]([C:19]1[CH:20]=[CH:21][C:16]([NH:1][CH:2]2[CH2:3][CH2:4][N:5]([C:8]([O:10][C:11]([CH3:14])([CH3:13])[CH3:12])=[O:9])[CH2:6][CH2:7]2)=[CH:17][CH:18]=1)([O-:24])=[O:23], predict the reactants needed to synthesize it. The reactants are: [NH2:1][CH:2]1[CH2:7][CH2:6][N:5]([C:8]([O:10][C:11]([CH3:14])([CH3:13])[CH3:12])=[O:9])[CH2:4][CH2:3]1.F[C:16]1[CH:21]=[CH:20][C:19]([N+:22]([O-:24])=[O:23])=[CH:18][CH:17]=1.